This data is from Forward reaction prediction with 1.9M reactions from USPTO patents (1976-2016). The task is: Predict the product of the given reaction. (1) Given the reactants [H-].[H-].[H-].[H-].[Li+].[Al+3].[N:7]1([C:11](=O)[C@@H:12]([NH:16][C:17](=O)OC(C)(C)C)[CH2:13][CH2:14][CH3:15])[CH2:10][CH2:9][CH2:8]1.O.[OH-].[Na+], predict the reaction product. The product is: [N:7]1([CH2:11][C@@H:12]([NH:16][CH3:17])[CH2:13][CH2:14][CH3:15])[CH2:10][CH2:9][CH2:8]1. (2) The product is: [F:41][C:42]1[CH:64]=[CH:63][C:45]([CH2:46][N:47]2[CH2:51][C@H:50]([CH3:52])[N:49]([C:53]3[S:54][C:55]([C:59]([NH:16][CH2:15][C:12]4[CH:11]=[C:10]([CH3:9])[O:14][N:13]=4)=[O:60])=[C:56]([CH3:58])[N:57]=3)[C:48]2=[O:62])=[CH:44][CH:43]=1. Given the reactants N1C=CC=C(CN)C=1.[CH3:9][C:10]1[O:14][N:13]=[C:12]([CH2:15][NH2:16])[CH:11]=1.FC1C=CC(CN2[C@@H](C)CN(C3SC(C(O)=O)=C(C)N=3)C2=O)=CC=1.[F:41][C:42]1[CH:64]=[CH:63][C:45]([CH2:46][N:47]2[CH2:51][C@H:50]([CH3:52])[N:49]([C:53]3[S:54][C:55]([C:59](O)=[O:60])=[C:56]([CH3:58])[N:57]=3)[C:48]2=[O:62])=[CH:44][CH:43]=1, predict the reaction product. (3) Given the reactants [CH3:1][O:2][C:3](=[O:16])[C:4]1[CH:12]=[C:11]([N+:13]([O-:15])=[O:14])[CH:10]=[C:6]([C:7]([OH:9])=[O:8])[CH:5]=1.[C:17](O)([CH3:20])([CH3:19])[CH3:18].CCN=C=NCCCN(C)C.Cl, predict the reaction product. The product is: [CH3:1][O:2][C:3](=[O:16])[C:4]1[CH:5]=[C:6]([CH:10]=[C:11]([N+:13]([O-:15])=[O:14])[CH:12]=1)[C:7]([O:9][C:17]([CH3:20])([CH3:19])[CH3:18])=[O:8].